Dataset: Full USPTO retrosynthesis dataset with 1.9M reactions from patents (1976-2016). Task: Predict the reactants needed to synthesize the given product. (1) Given the product [CH:17]1([NH:16][C:15](=[N:14][CH:8]2[CH2:13][CH2:12][CH2:11][CH2:10][CH2:9]2)[O:5][N:4]=[C:2]([CH3:3])[CH3:1])[CH2:18][CH2:19][CH2:20][CH2:21][CH2:22]1, predict the reactants needed to synthesize it. The reactants are: [CH3:1][C:2](=[N:4][OH:5])[CH3:3].[OH-].[Na+].[CH:8]1([N:14]=[C:15]=[N:16][CH:17]2[CH2:22][CH2:21][CH2:20][CH2:19][CH2:18]2)[CH2:13][CH2:12][CH2:11][CH2:10][CH2:9]1. (2) Given the product [CH2:1]([O:8][C:9]1[CH:14]=[C:13]([C:30]2[CH:31]=[CH:32][N:28]([Si:27]([CH:36]([CH3:38])[CH3:37])([CH:39]([CH3:41])[CH3:40])[CH:24]([CH3:25])[CH3:26])[CH:29]=2)[CH:12]=[CH:11][C:10]=1[N:16]1[S:20](=[O:22])(=[O:21])[NH:19][C:18](=[O:23])[CH2:17]1)[C:2]1[CH:7]=[CH:6][CH:5]=[CH:4][CH:3]=1, predict the reactants needed to synthesize it. The reactants are: [CH2:1]([O:8][C:9]1[CH:14]=[C:13](I)[CH:12]=[CH:11][C:10]=1[N:16]1[S:20](=[O:22])(=[O:21])[NH:19][C:18](=[O:23])[CH2:17]1)[C:2]1[CH:7]=[CH:6][CH:5]=[CH:4][CH:3]=1.[CH:24]([Si:27]([CH:39]([CH3:41])[CH3:40])([CH:36]([CH3:38])[CH3:37])[N:28]1[CH:32]=[CH:31][C:30](B(O)O)=[CH:29]1)([CH3:26])[CH3:25].C([O-])([O-])=O.[Na+].[Na+].